Dataset: Reaction yield outcomes from USPTO patents with 853,638 reactions. Task: Predict the reaction yield, written as a fraction of the theoretical maximum amount of product (1.0 means a 100% yield; for example, 0.34 means a 34% yield). (1) The reactants are F[C:2]1[CH:3]=[C:4]([CH3:11])[CH:5]=[CH:6][C:7]=1[N+:8]([O-:10])=[O:9].C(N(C(C)C)CC)(C)C.[NH2:21][CH:22]1[CH2:27][CH2:26][N:25]([C:28]([O:30][C:31]([CH3:34])([CH3:33])[CH3:32])=[O:29])[CH2:24][CH2:23]1. The catalyst is CN(C)C=O. The product is [CH3:11][C:4]1[CH:5]=[CH:6][C:7]([N+:8]([O-:10])=[O:9])=[C:2]([NH:21][CH:22]2[CH2:23][CH2:24][N:25]([C:28]([O:30][C:31]([CH3:34])([CH3:33])[CH3:32])=[O:29])[CH2:26][CH2:27]2)[CH:3]=1. The yield is 0.740. (2) The reactants are [C:1]([C:3]1[CH:4]=[C:5]([N:9]=[C:10]=[O:11])[CH:6]=[CH:7][CH:8]=1)#[N:2].[Br:12][C:13]1[CH:18]=[CH:17][C:16]([CH2:19][CH2:20][OH:21])=[CH:15][CH:14]=1. The catalyst is C1(C)C=CC=CC=1.CC(C)([O-])C.CC(C)([O-])C.CC(C)([O-])C.CC(C)([O-])C.[Ti+4]. The product is [Br:12][C:13]1[CH:18]=[CH:17][C:16]([CH2:19][CH2:20][O:21][C:10](=[O:11])[NH:9][C:5]2[CH:6]=[CH:7][CH:8]=[C:3]([C:1]#[N:2])[CH:4]=2)=[CH:15][CH:14]=1. The yield is 1.00. (3) The reactants are C(OP([CH2:9][C:10]#[N:11])(=O)OCC)C.C[Si]([N-][Si](C)(C)C)(C)C.[Li+].[CH2:22]([O:24][C:25]1[CH:26]=[C:27]([C:33]([C:35]2[CH:40]=[CH:39][C:38]([O:41][CH3:42])=[C:37]([F:43])[CH:36]=2)=O)[CH:28]=[CH:29][C:30]=1[O:31][CH3:32])[CH3:23]. The catalyst is C1COCC1. The product is [CH2:22]([O:24][C:25]1[CH:26]=[C:27]([C:33]([C:35]2[CH:40]=[CH:39][C:38]([O:41][CH3:42])=[C:37]([F:43])[CH:36]=2)=[CH:9][C:10]#[N:11])[CH:28]=[CH:29][C:30]=1[O:31][CH3:32])[CH3:23]. The yield is 0.690.